From a dataset of Full USPTO retrosynthesis dataset with 1.9M reactions from patents (1976-2016). Predict the reactants needed to synthesize the given product. (1) Given the product [CH3:19][S:20]([O:7][CH2:6][CH:4]1[CH2:5][C:2]([F:8])([F:1])[CH2:3]1)(=[O:22])=[O:21], predict the reactants needed to synthesize it. The reactants are: [F:1][C:2]1([F:8])[CH2:5][CH:4]([CH2:6][OH:7])[CH2:3]1.ClCCl.C(N(CC)CC)C.[CH3:19][S:20](Cl)(=[O:22])=[O:21]. (2) Given the product [C:17]([NH2:14])(=[O:22])[C:18]1[CH:6]=[CH:5][CH:4]=[CH:3][CH:2]=1, predict the reactants needed to synthesize it. The reactants are: N[C:2]1C=CC=C2[C:3]=1[CH:4]=[CH:5][CH:6]=N2.C([N:14]([CH2:17][CH3:18])CC)C.C1C[O:22]CC1. (3) Given the product [C:13]([C:12]1[C:11]([S:10][CH:29]([C:33]2[CH:38]=[CH:37][CH:36]=[CH:35][CH:34]=2)[C:30]([OH:32])=[O:31])=[N:18][C:17]([C:19]2[S:20][CH:21]=[CH:22][CH:23]=2)=[CH:16][C:15]=1[C:24]([F:25])([F:27])[F:26])#[N:14], predict the reactants needed to synthesize it. The reactants are: [OH-].[K+].C(N(CC)CC)C.[SH:10][C:11]1[N:18]=[C:17]([C:19]2[S:20][CH:21]=[CH:22][CH:23]=2)[CH:16]=[C:15]([C:24]([F:27])([F:26])[F:25])[C:12]=1[C:13]#[N:14].Br[CH:29]([C:33]1[CH:38]=[CH:37][CH:36]=[CH:35][CH:34]=1)[C:30]([OH:32])=[O:31]. (4) Given the product [C:1]1(=[C:7]([C:23]2[CH:28]=[CH:27][C:26]([OH:29])=[CH:25][CH:24]=2)[C:8]2[CH:13]=[CH:12][C:11](/[CH:14]=[CH:15]/[C:16]([OH:18])=[O:17])=[CH:10][CH:9]=2)[CH2:6][CH2:5][CH2:4][CH2:3][CH2:2]1, predict the reactants needed to synthesize it. The reactants are: [C:1]1(=[C:7]([C:23]2[CH:28]=[CH:27][C:26]([OH:29])=[CH:25][CH:24]=2)[C:8]2[CH:13]=[CH:12][C:11](/[CH:14]=[CH:15]/[C:16]([O:18]C(C)(C)C)=[O:17])=[CH:10][CH:9]=2)[CH2:6][CH2:5][CH2:4][CH2:3][CH2:2]1.FC(F)(F)C(O)=O.O. (5) Given the product [S:1]1[CH:5]=[CH:4][C:3]2[C:6]([C:10]#[N:11])=[CH:7][CH:8]=[CH:9][C:2]1=2, predict the reactants needed to synthesize it. The reactants are: [S:1]1[CH:5]=[CH:4][C:3]2[C:6]([C:10]#[N:11])=[CH:7][CH2:8][CH2:9][C:2]1=2.ClC1C(=O)C(C#N)=C(C#N)C(=O)C=1Cl. (6) The reactants are: [C:1]([C:4]1[CH:9]=[CH:8][C:7]([C:10](=[O:12])[CH3:11])=[CH:6][CH:5]=1)(=[O:3])[CH3:2].[BH4-].[Na+].C(OCC)(=O)C. Given the product [OH:12][CH:10]([C:7]1[CH:8]=[CH:9][C:4]([C:1](=[O:3])[CH3:2])=[CH:5][CH:6]=1)[CH3:11], predict the reactants needed to synthesize it.